From a dataset of Catalyst prediction with 721,799 reactions and 888 catalyst types from USPTO. Predict which catalyst facilitates the given reaction. (1) Reactant: [C:1]([C:9]1[CH:14]=[CH:13][CH:12]=[C:11]([C:15](=O)[C:16]2[CH:21]=[CH:20][CH:19]=[CH:18][CH:17]=2)[N:10]=1)(=O)[C:2]1[CH:7]=[CH:6][CH:5]=[CH:4][CH:3]=1.[F:23][C:24]1[CH:30]=[CH:29][CH:28]=[C:27]([F:31])[C:25]=1[NH2:26]. Product: [F:23][C:24]1[CH:30]=[CH:29][CH:28]=[C:27]([F:31])[C:25]=1[N:26]=[C:15]([C:16]1[CH:21]=[CH:20][CH:19]=[CH:18][CH:17]=1)[C:11]1[CH:12]=[CH:13][CH:14]=[C:9]([C:1](=[N:26][C:25]2[C:24]([F:23])=[CH:30][CH:29]=[CH:28][C:27]=2[F:31])[C:2]2[CH:7]=[CH:6][CH:5]=[CH:4][CH:3]=2)[N:10]=1. The catalyst class is: 11. (2) Reactant: COC1C=CC(C[NH:8][C:9]2[S:10][C:11]([C:15]3[CH:20]=[CH:19][N:18]=[C:17]([N:21]4[CH2:26][CH2:25][O:24][CH2:23][CH2:22]4)[N:16]=3)=[C:12]([CH3:14])[N:13]=2)=CC=1. Product: [CH3:14][C:12]1[N:13]=[C:9]([NH2:8])[S:10][C:11]=1[C:15]1[CH:20]=[CH:19][N:18]=[C:17]([N:21]2[CH2:26][CH2:25][O:24][CH2:23][CH2:22]2)[N:16]=1. The catalyst class is: 574. (3) Reactant: [Cl:1][C:2]1[C:7]([C:8](O)=[O:9])=[CH:6][N:5]=[C:4]([C:11]([F:14])([F:13])[F:12])[CH:3]=1.B.C1COCC1.[NH4+].[Cl-].O. Product: [Cl:1][C:2]1[CH:3]=[C:4]([C:11]([F:12])([F:13])[F:14])[N:5]=[CH:6][C:7]=1[CH2:8][OH:9]. The catalyst class is: 7. (4) Reactant: [C:1]([O:6][CH3:7])(=[O:5])[C:2]([CH3:4])=[CH2:3].[C:8]([O:12][CH3:13])(=[O:11])[CH:9]=[CH2:10].C(S)CCCCCCC. Product: [C:1]([O:6][CH3:7])(=[O:5])[C:2]([CH3:4])=[CH2:3].[C:8]([O:12][CH3:13])(=[O:11])[CH:9]=[CH2:10]. The catalyst class is: 113. (5) Reactant: [H-].[Na+].[O:3]=[C:4]([CH3:11])[CH2:5][C:6]([O:8][CH2:9][CH3:10])=[O:7].Br[CH2:13][C:14]1[CH:19]=[CH:18][CH:17]=[C:16]([O:20][C:21]([F:24])([F:23])[F:22])[CH:15]=1.[NH4+].[Cl-]. Product: [O:3]=[C:4]([CH3:11])[CH:5]([CH2:13][C:14]1[CH:19]=[CH:18][CH:17]=[C:16]([O:20][C:21]([F:22])([F:23])[F:24])[CH:15]=1)[C:6]([O:8][CH2:9][CH3:10])=[O:7]. The catalyst class is: 25. (6) Reactant: [Cl:1][C:2]1[S:6][C:5]([C:7]([NH:9][CH2:10][C:11]2[N:12]=[C:13]([C:17]3[CH:22]=[CH:21][C:20](I)=[CH:19][CH:18]=3)[N:14]([CH3:16])[CH:15]=2)=[O:8])=[CH:4][CH:3]=1.[OH:24][C:25]1[CH:30]=[CH:29][CH:28]=[CH:27][N:26]=1.OC1C=CC=C2C=1N=CC=C2.C([O-])([O-])=O.[K+].[K+]. Product: [Cl:1][C:2]1[S:6][C:5]([C:7]([NH:9][CH2:10][C:11]2[N:12]=[C:13]([C:17]3[CH:22]=[CH:21][C:20]([N:26]4[CH:27]=[CH:28][CH:29]=[CH:30][C:25]4=[O:24])=[CH:19][CH:18]=3)[N:14]([CH3:16])[CH:15]=2)=[O:8])=[CH:4][CH:3]=1. The catalyst class is: 156. (7) Reactant: P(Cl)(Cl)(Cl)=O.CN(C)[CH:8]=[O:9].[Cl:11][C:12]1[CH:13]=[CH:14][C:15]([N:28]2[CH:32]=[CH:31][CH:30]=[CH:29]2)=[C:16]([C:18]([C:20]2[CH:25]=[CH:24][CH:23]=[C:22]([Cl:26])[C:21]=2[Cl:27])=[O:19])[CH:17]=1.C([O-])(=O)C.[Na+]. Product: [Cl:11][C:12]1[CH:13]=[CH:14][C:15]([N:28]2[CH:32]=[CH:31][CH:30]=[C:29]2[CH:8]=[O:9])=[C:16]([C:18](=[O:19])[C:20]2[CH:25]=[CH:24][CH:23]=[C:22]([Cl:26])[C:21]=2[Cl:27])[CH:17]=1. The catalyst class is: 4. (8) Reactant: [O:1]1[C:10]2[C:5](=[CH:6][CH:7]=[CH:8][CH:9]=2)[CH:4]([NH2:11])[CH2:3][CH2:2]1.F[C:13]1[CH:18]=[C:17]([F:19])[CH:16]=[CH:15][C:14]=1[S:20]([CH3:23])(=[O:22])=[O:21].C(N(C(C)C)CC)(C)C. Product: [F:19][C:17]1[CH:18]=[CH:13][C:14]([S:20]([CH3:23])(=[O:22])=[O:21])=[C:15]([NH:11][CH:4]2[C:5]3[C:10](=[CH:9][CH:8]=[CH:7][CH:6]=3)[O:1][CH2:2][CH2:3]2)[CH:16]=1. The catalyst class is: 35.